From a dataset of Peptide-MHC class II binding affinity with 134,281 pairs from IEDB. Regression. Given a peptide amino acid sequence and an MHC pseudo amino acid sequence, predict their binding affinity value. This is MHC class II binding data. (1) The peptide sequence is YLIIGILTL. The MHC is DRB3_0101 with pseudo-sequence DRB3_0101. The binding affinity (normalized) is 0. (2) The peptide sequence is GAMLVGQVTLLDLLK. The MHC is DRB1_1101 with pseudo-sequence DRB1_1101. The binding affinity (normalized) is 0. (3) The peptide sequence is MNFDIPEEIKQLQQF. The MHC is DRB1_0404 with pseudo-sequence DRB1_0404. The binding affinity (normalized) is 0.206.